This data is from Full USPTO retrosynthesis dataset with 1.9M reactions from patents (1976-2016). The task is: Predict the reactants needed to synthesize the given product. (1) Given the product [Cl:31][C:27]1[CH:26]=[C:25]([C:13]2([C:15]3[CH:19]=[C:18]([CH:20]=[O:21])[S:17][CH:16]=3)[CH2:12][CH2:11][CH2:10][CH2:9][O:14]2)[CH:30]=[CH:29][CH:28]=1, predict the reactants needed to synthesize it. The reactants are: [Si](O[CH2:9][CH2:10][CH2:11][CH2:12][C:13]([C:25]1[CH:30]=[CH:29][CH:28]=[C:27]([Cl:31])[CH:26]=1)([C:15]1[CH:19]=[C:18]([CH:20]2OCC[O:21]2)[S:17][CH:16]=1)[OH:14])(C(C)(C)C)(C)C.Cl. (2) Given the product [NH2:16][C:11]1[CH:12]=[CH:13][CH:14]=[C:15]2[C:10]=1[C:9](=[O:19])[NH:8][N:7]=[C:6]2[CH2:5][C:4]1[CH:20]=[CH:21][C:22]([F:23])=[C:2]([Br:1])[CH:3]=1, predict the reactants needed to synthesize it. The reactants are: [Br:1][C:2]1[CH:3]=[C:4]([CH:20]=[CH:21][C:22]=1[F:23])[CH2:5][C:6]1[C:15]2[C:10](=[C:11]([N+:16]([O-])=O)[CH:12]=[CH:13][CH:14]=2)[C:9](=[O:19])[NH:8][N:7]=1.[Cl-].[NH4+]. (3) Given the product [Cl:1][C:2]1[N:7]=[N:6][C:5]([N:8]2[CH:13]([OH:14])[CH2:12][N:10]([CH3:11])[C:9]2=[O:18])=[CH:4][C:3]=1[C:19]([F:22])([F:21])[F:20], predict the reactants needed to synthesize it. The reactants are: [Cl:1][C:2]1[N:7]=[N:6][C:5]([NH:8][C:9](=[O:18])[N:10]([CH2:12][CH:13](OC)[O:14]C)[CH3:11])=[CH:4][C:3]=1[C:19]([F:22])([F:21])[F:20].O. (4) Given the product [CH3:11][S:12][C:2]1[CH:7]=[CH:6][C:5]([N+:8]([O-:10])=[O:9])=[CH:4][N:3]=1, predict the reactants needed to synthesize it. The reactants are: Br[C:2]1[CH:7]=[CH:6][C:5]([N+:8]([O-:10])=[O:9])=[CH:4][N:3]=1.[CH3:11][S-:12].[Na+]. (5) Given the product [CH2:3]([C@@H:2]1[C:5]2[CH:10]=[CH:9][CH:8]=[CH:7][C:6]=2[C@H:11]([CH2:12][CH3:13])[O:14][P:27](=[O:28])([C:21]2[CH:26]=[CH:25][CH:24]=[CH:23][CH:22]=2)[O:1]1)[CH3:4], predict the reactants needed to synthesize it. The reactants are: [OH:1][C@H:2]([C:5]1[CH:10]=[CH:9][CH:8]=[CH:7][C:6]=1[C@H:11]([OH:14])[CH2:12][CH3:13])[CH2:3][CH3:4].N1C=CC=CC=1.[C:21]1([P:27](Cl)(Cl)=[O:28])[CH:26]=[CH:25][CH:24]=[CH:23][CH:22]=1.Cl.[NH+]1C=CC=CC=1.Cl.